The task is: Predict the reaction yield, written as a fraction of the theoretical maximum amount of product (1.0 means a 100% yield; for example, 0.34 means a 34% yield).. This data is from Reaction yield outcomes from USPTO patents with 853,638 reactions. (1) The reactants are Cl[C:2]([F:7])([F:6])C([O-])=O.[Na+].[OH:9][C:10]1[CH:17]=[CH:16][C:13]([CH:14]=[O:15])=[CH:12][C:11]=1[CH3:18].C(=O)([O-])[O-].[K+].[K+].Cl. The catalyst is CN(C=O)C.O. The product is [F:7][CH:2]([F:6])[O:9][C:10]1[CH:17]=[CH:16][C:13]([CH:14]=[O:15])=[CH:12][C:11]=1[CH3:18]. The yield is 0.120. (2) The reactants are [CH3:1][O:2][C:3]([C:5]1[NH:6][C:7](Br)=[CH:8][CH:9]=1)=[O:4].C1([As](C2C=CC=CC=2)C2C=CC=CC=2)C=CC=CC=1.C[Sn](C)(C)[C:32]1[C:41]2[C:36](=[CH:37][CH:38]=[CH:39][CH:40]=2)[CH:35]=[N:34][CH:33]=1. The catalyst is CN1C(=O)CCC1.[Pd].[Pd].C(=CC(C=CC1C=CC=CC=1)=O)C1C=CC=CC=1.C(=CC(C=CC1C=CC=CC=1)=O)C1C=CC=CC=1.C(=CC(C=CC1C=CC=CC=1)=O)C1C=CC=CC=1. The product is [CH3:1][O:2][C:3]([C:5]1[NH:6][C:7]([C:32]2[C:41]3[C:36](=[CH:37][CH:38]=[CH:39][CH:40]=3)[CH:35]=[N:34][CH:33]=2)=[CH:8][CH:9]=1)=[O:4]. The yield is 0.550. (3) The reactants are C([NH:4][OH:5])(=O)C.C([O-])([O-])=O.[K+].[K+].F[C:13]1[CH:20]=[CH:19][C:18]([N:21]2[C:25]3[C:26](=[O:43])[N:27]([C:30]4[CH:35]=[CH:34][C:33]([N:36]5[CH2:41][CH2:40][CH2:39][CH2:38][C:37]5=[O:42])=[CH:32][CH:31]=4)[CH2:28][CH2:29][C:24]=3[C:23]([C:44]([F:47])([F:46])[F:45])=[N:22]2)=[CH:17][C:14]=1[C:15]#[N:16].C(O)(C(F)(F)F)=O. The catalyst is CN(C=O)C.O. The product is [NH2:16][C:15]1[C:14]2[CH:17]=[C:18]([N:21]3[C:25]4[C:26](=[O:43])[N:27]([C:30]5[CH:35]=[CH:34][C:33]([N:36]6[CH2:41][CH2:40][CH2:39][CH2:38][C:37]6=[O:42])=[CH:32][CH:31]=5)[CH2:28][CH2:29][C:24]=4[C:23]([C:44]([F:46])([F:45])[F:47])=[N:22]3)[CH:19]=[CH:20][C:13]=2[O:5][N:4]=1. The yield is 0.670. (4) The reactants are Br[C:2]1[C:7](=[O:8])[CH:6]=[CH:5][N:4]([C:9]2[CH:14]=[CH:13][CH:12]=[C:11]([C:15]([F:18])([F:17])[F:16])[CH:10]=2)[N:3]=1.[C:19]1([C:25]2[O:26][CH:27]=[CH:28][C:29]=2B(O)O)[CH:24]=[CH:23][CH:22]=[CH:21][CH:20]=1.C([O-])([O-])=O.[Na+].[Na+]. The catalyst is COCCOC.O.C1C=CC([P]([Pd]([P](C2C=CC=CC=2)(C2C=CC=CC=2)C2C=CC=CC=2)([P](C2C=CC=CC=2)(C2C=CC=CC=2)C2C=CC=CC=2)[P](C2C=CC=CC=2)(C2C=CC=CC=2)C2C=CC=CC=2)(C2C=CC=CC=2)C2C=CC=CC=2)=CC=1. The product is [C:19]1([C:25]2[O:26][CH:27]=[CH:28][C:29]=2[C:2]2[C:7](=[O:8])[CH:6]=[CH:5][N:4]([C:9]3[CH:14]=[CH:13][CH:12]=[C:11]([C:15]([F:18])([F:17])[F:16])[CH:10]=3)[N:3]=2)[CH:20]=[CH:21][CH:22]=[CH:23][CH:24]=1. The yield is 0.0700. (5) The yield is 0.450. The catalyst is C(Cl)Cl. The product is [C:17]([O:16][C:14]([N:13]1[CH2:12][C:7]2[C:6](=[CH:11][CH:10]=[CH:9][CH:8]=2)[CH:5]1[CH2:4][C:3]([O:2][CH3:1])=[O:21])=[O:15])([CH3:18])([CH3:20])[CH3:19]. The reactants are [CH3:1][O:2][C:3](=[O:21])[CH:4]=[CH:5][C:6]1[CH:11]=[CH:10][CH:9]=[CH:8][C:7]=1[CH2:12][NH:13][C:14]([O:16][C:17]([CH3:20])([CH3:19])[CH3:18])=[O:15].C(O)(C(F)(F)F)=O.CCN(C(C)C)C(C)C.C(OC(OC(C)(C)C)=O)(OC(C)(C)C)=O. (6) The reactants are [CH2:1]([NH:3][C:4]([NH:6][C:7]1[CH:12]=[CH:11][C:10](NC2N=C(N[C:10]3[CH:11]=[CH:12][C:7]([NH:6][C:4]([NH:3][CH2:1][CH3:2])=[O:5])=[CH:8][CH:9]=3)C(F)=CN=2)=[CH:9][CH:8]=1)=[O:5])[CH3:2].[NH2:34]C1C=CC=C(N)C=1.C(N=C=O)C.C(=O)([O-])[O-].[K+].[K+]. No catalyst specified. The product is [CH2:1]([NH:3][C:4]([NH:6][C:7]1[CH:12]=[C:11]([CH:10]=[CH:9][CH:8]=1)[NH2:34])=[O:5])[CH3:2]. The yield is 0.830. (7) The reactants are [CH:1]([C:4]1[CH:13]=[C:12]([O:14][CH3:15])[C:11]([N+:16]([O-:18])=[O:17])=[CH:10][C:5]=1[O:6][CH2:7][C:8]#[N:9])([CH3:3])[CH3:2].CC(O[CH:24]([N:28]([CH3:30])C)[N:25](C)C)(C)C.Cl.[NH2:32]C1C=CC=CC=1.C(=O)(O)O.NC(N)=N. The catalyst is CCO.CN1C(=O)CCC1. The product is [CH:1]([C:4]1[CH:13]=[C:12]([O:14][CH3:15])[C:11]([N+:16]([O-:18])=[O:17])=[CH:10][C:5]=1[O:6][C:7]1[C:24]([NH2:25])=[N:28][C:30]([NH2:32])=[N:9][CH:8]=1)([CH3:3])[CH3:2]. The yield is 0.630.